From a dataset of Catalyst prediction with 721,799 reactions and 888 catalyst types from USPTO. Predict which catalyst facilitates the given reaction. (1) Reactant: [C:1]([C:4]1[CH:5]=[C:6]([CH:10]2[C:19]([CH3:21])([CH3:20])[CH2:18][C:17]3[C:12](=[CH:13][CH:14]=[C:15]([C:22]([O:24]C)=[O:23])[CH:16]=3)[NH:11]2)[CH:7]=[CH:8][CH:9]=1)(=[O:3])[NH2:2].[OH-].[Na+]. Product: [C:1]([C:4]1[CH:5]=[C:6]([CH:10]2[C:19]([CH3:21])([CH3:20])[CH2:18][C:17]3[C:12](=[CH:13][CH:14]=[C:15]([C:22]([OH:24])=[O:23])[CH:16]=3)[NH:11]2)[CH:7]=[CH:8][CH:9]=1)(=[O:3])[NH2:2]. The catalyst class is: 5. (2) Reactant: [F:1][C:2]1[CH:9]=[C:8](F)[CH:7]=[CH:6][C:3]=1[C:4]#[N:5].COC1C=C(C=C(OC)C=1OC)C[NH2:17]. Product: [NH2:17][C:8]1[CH:7]=[CH:6][C:3]([C:4]#[N:5])=[C:2]([F:1])[CH:9]=1. The catalyst class is: 67. (3) Reactant: [C:1]1([C:19]2[CH:24]=[CH:23][CH:22]=[CH:21][CH:20]=2)[C:2]([C:7]([NH:9][C:10]2[CH:11]=[C:12]([CH:16]=[CH:17][CH:18]=2)[C:13](O)=[O:14])=[O:8])=[CH:3][CH:4]=[CH:5][CH:6]=1.[Cl:25][C:26]1[CH:31]=[CH:30][C:29]([CH:32]([NH2:34])[CH3:33])=[CH:28][CH:27]=1.CN(C(ON1N=NC2C=CC=CC1=2)=[N+](C)C)C.[B-](F)(F)(F)F.C(N(C(C)C)C(C)C)C. Product: [Cl:25][C:26]1[CH:31]=[CH:30][C:29]([CH:32]([NH:34][C:13](=[O:14])[C:12]2[CH:16]=[CH:17][CH:18]=[C:10]([NH:9][C:7]([C:2]3[C:1]([C:19]4[CH:24]=[CH:23][CH:22]=[CH:21][CH:20]=4)=[CH:6][CH:5]=[CH:4][CH:3]=3)=[O:8])[CH:11]=2)[CH3:33])=[CH:28][CH:27]=1. The catalyst class is: 9. (4) Product: [CH3:39][O:38][C:36]([CH:21]1[CH2:20][N:19]([CH2:18][C:9]2[NH:8][C:16]3[C:11]([CH:10]=2)=[CH:12][C:13]([Cl:17])=[CH:14][CH:15]=3)[CH2:24][C:23](=[O:25])[N:22]1[CH2:26][C:27]1[CH:32]=[C:41]2[C:30]([C:45]([NH2:40])=[N:44][CH:43]=[N:42]2)=[CH:29][CH:28]=1)=[O:37]. The catalyst class is: 14. Reactant: C(OC([N:8]1[C:16]2[C:11](=[CH:12][C:13]([Cl:17])=[CH:14][CH:15]=2)[CH:10]=[C:9]1[CH2:18][N:19]1[CH2:24][C:23](=[O:25])[N:22]([CH2:26][C:27]2[CH:32]=C[C:30](C#N)=[C:29](N)[CH:28]=2)[CH:21]([C:36]([O:38][CH3:39])=[O:37])[CH2:20]1)=O)(C)(C)C.[N:40]1[CH:45]=[N:44][CH:43]=[N:42][CH:41]=1.CC(O)=O. (5) Reactant: [Cl:1][C:2]1[C:3]([C:11]([OH:13])=O)=[CH:4][NH:5][C:6]=1[C:7]([O:9][CH3:10])=[O:8].[CH3:14][N:15](C(ON1N=NC2C=CC=NC1=2)=[N+](C)C)[CH3:16].F[P-](F)(F)(F)(F)F.CCN(C(C)C)C(C)C.CNC. Product: [Cl:1][C:2]1[C:3]([C:11]([N:15]([CH3:16])[CH3:14])=[O:13])=[CH:4][NH:5][C:6]=1[C:7]([O:9][CH3:10])=[O:8]. The catalyst class is: 3.